This data is from Forward reaction prediction with 1.9M reactions from USPTO patents (1976-2016). The task is: Predict the product of the given reaction. (1) Given the reactants [C:1]([O:5][C:6]([N:8]1[CH2:20][C@@H:19]([CH3:21])[N:18]2[C@H:10]([CH2:11][C:12]3[C:17]2=[N:16][C:15]([CH2:22][OH:23])=[CH:14][CH:13]=3)[CH2:9]1)=[O:7])([CH3:4])([CH3:3])[CH3:2].[H-].[Na+].[CH3:26][O:27][CH2:28][CH2:29]Br, predict the reaction product. The product is: [C:1]([O:5][C:6]([N:8]1[CH2:20][C@@H:19]([CH3:21])[N:18]2[C@H:10]([CH2:11][C:12]3[C:17]2=[N:16][C:15]([CH2:22][O:23][CH2:29][CH2:28][O:27][CH3:26])=[CH:14][CH:13]=3)[CH2:9]1)=[O:7])([CH3:2])([CH3:4])[CH3:3]. (2) Given the reactants Cl.[C:2]1([C@@H:8]2[NH:13][CH2:12][C:11](=[O:14])[O:10][CH2:9]2)[CH:7]=[CH:6][CH:5]=[CH:4][CH:3]=1.C(=O)(O)[O-].[Na+], predict the reaction product. The product is: [C:2]1([C@@H:8]2[NH:13][CH2:12][C:11](=[O:14])[O:10][CH2:9]2)[CH:3]=[CH:4][CH:5]=[CH:6][CH:7]=1.